From a dataset of Full USPTO retrosynthesis dataset with 1.9M reactions from patents (1976-2016). Predict the reactants needed to synthesize the given product. (1) Given the product [CH2:1]([N:8]1[CH2:9][CH2:10][N:11]([C:14]2[CH:15]=[C:16]([NH2:20])[CH:17]=[CH:18][CH:19]=2)[CH2:12][CH2:13]1)[C:2]1[CH:3]=[CH:4][CH:5]=[CH:6][CH:7]=1, predict the reactants needed to synthesize it. The reactants are: [CH2:1]([N:8]1[CH2:13][CH2:12][N:11]([C:14]2[CH:19]=[CH:18][CH:17]=[C:16]([N+:20]([O-])=O)[CH:15]=2)[CH2:10][CH2:9]1)[C:2]1[CH:7]=[CH:6][CH:5]=[CH:4][CH:3]=1.C(OCC)(=O)C. (2) The reactants are: Cl[C:2]1[C:11]2[C:6](=[CH:7][CH:8]=[CH:9][CH:10]=2)[NH:5][C:4](=[O:12])[C:3]=1[C:13]#[N:14].COC1C=CC(C[NH2:22])=CC=1. Given the product [NH2:22][C:2]1[C:11]2[C:6](=[CH:7][CH:8]=[CH:9][CH:10]=2)[NH:5][C:4](=[O:12])[C:3]=1[C:13]#[N:14], predict the reactants needed to synthesize it. (3) Given the product [Br:14][C:15]1[CH:16]=[C:17]2[C:27](=[CH:28][CH:29]=1)[O:26][C:20]1([CH2:25][CH2:24][CH2:23][CH2:22][CH2:21]1)[CH2:19][C:18]2([CH2:2][C:1]([O:4][CH3:5])=[O:3])[NH:30][S:31]([C:34]([CH3:37])([CH3:36])[CH3:35])=[O:32], predict the reactants needed to synthesize it. The reactants are: [C:1]([O:4][CH3:5])(=[O:3])[CH3:2].[Li+].CC([N-]C(C)C)C.[Br:14][C:15]1[CH:16]=[C:17]2[C:27](=[CH:28][CH:29]=1)[O:26][C:20]1([CH2:25][CH2:24][CH2:23][CH2:22][CH2:21]1)[CH2:19]/[C:18]/2=[N:30]\[S:31]([C:34]([CH3:37])([CH3:36])[CH3:35])(=O)=[O:32]. (4) Given the product [Cl:14][C:13]1[C:8]2[CH2:7][CH2:6][C:5]3[CH:15]=[CH:16][CH:17]=[CH:18][C:4]=3[C:3](=[CH:2][C:22]3[CH:21]=[C:20]([OH:19])[CH:25]=[CH:24][CH:23]=3)[C:9]=2[CH:10]=[CH:11][CH:12]=1, predict the reactants needed to synthesize it. The reactants are: Br[CH:2]=[C:3]1[C:9]2[CH:10]=[CH:11][CH:12]=[C:13]([Cl:14])[C:8]=2[CH2:7][CH2:6][C:5]2[CH:15]=[CH:16][CH:17]=[CH:18][C:4]1=2.[OH:19][C:20]1[CH:21]=[C:22](B(O)O)[CH:23]=[CH:24][CH:25]=1.